This data is from Reaction yield outcomes from USPTO patents with 853,638 reactions. The task is: Predict the reaction yield, written as a fraction of the theoretical maximum amount of product (1.0 means a 100% yield; for example, 0.34 means a 34% yield). (1) The reactants are C([O:3][C:4](=O)[C:5]([C:8]1[CH2:9][CH2:10][O:11][CH2:12][CH:13]=1)([CH3:7])[CH3:6])C.[H-].[H-].[H-].[H-].[Li+].[Al+3].O.[OH-].[Na+]. The catalyst is O1CCCC1. The product is [O:11]1[CH2:10][CH:9]=[C:8]([C:5]([CH3:7])([CH3:6])[CH2:4][OH:3])[CH2:13][CH2:12]1. The yield is 0.980. (2) The reactants are [Cl:1][C:2]1[CH:7]=[C:6]([O:8][C:9]2[C:15]([F:16])=[CH:14][C:12]([NH2:13])=[C:11]([F:17])[CH:10]=2)[CH:5]=[CH:4][N:3]=1.C(N(CC)CC)C.[CH2:25]([O:27][C:28]1[CH:33]=[CH:32][N:31]([C:34]2[CH:39]=[CH:38][C:37]([F:40])=[CH:36][CH:35]=2)[C:30](=[O:41])[C:29]=1[C:42](Cl)=[O:43])[CH3:26]. The catalyst is C1COCC1. The product is [Cl:1][C:2]1[CH:7]=[C:6]([O:8][C:9]2[C:15]([F:16])=[CH:14][C:12]([NH:13][C:42]([C:29]3[C:30](=[O:41])[N:31]([C:34]4[CH:35]=[CH:36][C:37]([F:40])=[CH:38][CH:39]=4)[CH:32]=[CH:33][C:28]=3[O:27][CH2:25][CH3:26])=[O:43])=[C:11]([F:17])[CH:10]=2)[CH:5]=[CH:4][N:3]=1. The yield is 0.870. (3) The reactants are [Cl-].O[NH3+:3].[C:4](=[O:7])([O-])[OH:5].[Na+].CS(C)=O.[CH:13]([O:16][C:17]1[CH:22]=[CH:21][C:20]([N:23]2[C:28](=[O:29])[C:27]([CH2:30][C:31]3[CH:36]=[CH:35][C:34]([C:37]4[C:38]([C:43]#[N:44])=[CH:39][CH:40]=[CH:41][CH:42]=4)=[CH:33][CH:32]=3)=[C:26]([CH2:45][CH2:46][CH3:47])[N:25]=[C:24]2[CH3:48])=[CH:19][CH:18]=1)([CH3:15])[CH3:14]. The catalyst is O.C(OCC)(=O)C. The product is [CH:13]([O:16][C:17]1[CH:18]=[CH:19][C:20]([N:23]2[C:28](=[O:29])[C:27]([CH2:30][C:31]3[CH:36]=[CH:35][C:34]([C:37]4[CH:42]=[CH:41][CH:40]=[CH:39][C:38]=4[C:43]4[NH:3][C:4](=[O:7])[O:5][N:44]=4)=[CH:33][CH:32]=3)=[C:26]([CH2:45][CH2:46][CH3:47])[N:25]=[C:24]2[CH3:48])=[CH:21][CH:22]=1)([CH3:15])[CH3:14]. The yield is 0.730. (4) The reactants are [Cl-].O[NH3+:3].[C:4](=[O:7])([O-])[OH:5].[Na+].CS(C)=O.[OH:13][C:14]([CH3:52])([CH3:51])[CH2:15][O:16][C:17]1[CH:22]=[CH:21][C:20]([N:23]2[C:28](=[O:29])[C:27]([CH2:30][C:31]3[CH:36]=[CH:35][C:34]([C:37]4[C:38]([C:43]#[N:44])=[CH:39][CH:40]=[CH:41][CH:42]=4)=[CH:33][CH:32]=3)=[C:26]([CH2:45][CH2:46][CH3:47])[N:25]3[N:48]=[CH:49][N:50]=[C:24]23)=[CH:19][CH:18]=1. The catalyst is O.C(OCC)(=O)C. The product is [OH:13][C:14]([CH3:51])([CH3:52])[CH2:15][O:16][C:17]1[CH:22]=[CH:21][C:20]([N:23]2[C:28](=[O:29])[C:27]([CH2:30][C:31]3[CH:36]=[CH:35][C:34]([C:37]4[CH:42]=[CH:41][CH:40]=[CH:39][C:38]=4[C:43]4[NH:3][C:4](=[O:7])[O:5][N:44]=4)=[CH:33][CH:32]=3)=[C:26]([CH2:45][CH2:46][CH3:47])[N:25]3[N:48]=[CH:49][N:50]=[C:24]23)=[CH:19][CH:18]=1. The yield is 0.320. (5) The reactants are [CH3:1][C:2]([CH3:35])([CH2:12][NH:13][C:14]1[CH:19]=[CH:18][CH:17]=[CH:16][C:15]=1[NH:20][C:21](=O)[CH2:22][NH:23][C:24]([O:26][CH2:27][C:28]1[CH:33]=[CH:32][CH:31]=[CH:30][CH:29]=1)=[O:25])[CH2:3][NH:4][C:5](=[O:11])[O:6][C:7]([CH3:10])([CH3:9])[CH3:8]. The catalyst is C(O)(=O)C. The product is [CH3:1][C:2]([CH3:35])([CH2:12][N:13]1[C:14]2[CH:19]=[CH:18][CH:17]=[CH:16][C:15]=2[N:20]=[C:21]1[CH2:22][NH:23][C:24]([O:26][CH2:27][C:28]1[CH:33]=[CH:32][CH:31]=[CH:30][CH:29]=1)=[O:25])[CH2:3][NH:4][C:5](=[O:11])[O:6][C:7]([CH3:10])([CH3:9])[CH3:8]. The yield is 0.750. (6) The reactants are [Cl:1][C:2]1[CH:7]=[CH:6][C:5]([NH:8][C:9]2[S:10][C:11]([CH3:16])=[CH:12][C:13]=2[C:14]#[N:15])=[C:4]([N+:17]([O-])=O)[CH:3]=1.[Sn](Cl)Cl.Cl.O. The catalyst is C(O)C.O. The product is [ClH:1].[Cl:1][C:2]1[CH:7]=[CH:6][C:5]2[NH:8][C:9]3[S:10][C:11]([CH3:16])=[CH:12][C:13]=3[C:14]([NH2:15])=[N:17][C:4]=2[CH:3]=1. The yield is 0.900.